This data is from Full USPTO retrosynthesis dataset with 1.9M reactions from patents (1976-2016). The task is: Predict the reactants needed to synthesize the given product. (1) Given the product [C:54]([OH:61])(=[O:60])/[CH:55]=[CH:56]/[C:57]([OH:59])=[O:58].[OH:1][C:2]([C:44]1[S:45][CH:46]=[CH:47][CH:48]=1)([C:49]1[S:50][CH:51]=[CH:52][CH:53]=1)[C:3]([O:5][C@H:6]1[CH2:11][CH2:10][C@H:9]([N:12]([CH2:14][CH2:15][CH2:16][N:17]2[C:21]3[CH:22]=[CH:23][C:24]([CH2:26][NH:27][CH2:28][C@H:29]([OH:42])[C:30]4[CH:39]=[CH:38][C:37]([OH:40])=[C:36]5[C:31]=4[CH:32]=[CH:33][C:34](=[O:41])[NH:35]5)=[CH:25][C:20]=3[S:19][C:18]2=[O:43])[CH3:13])[CH2:8][CH2:7]1)=[O:4], predict the reactants needed to synthesize it. The reactants are: [OH:1][C:2]([C:49]1[S:50][CH:51]=[CH:52][CH:53]=1)([C:44]1[S:45][CH:46]=[CH:47][CH:48]=1)[C:3]([O:5][C@H:6]1[CH2:11][CH2:10][C@H:9]([N:12]([CH2:14][CH2:15][CH2:16][N:17]2[C:21]3[CH:22]=[CH:23][C:24]([CH2:26][NH:27][CH2:28][C@H:29]([OH:42])[C:30]4[CH:39]=[CH:38][C:37]([OH:40])=[C:36]5[C:31]=4[CH:32]=[CH:33][C:34](=[O:41])[NH:35]5)=[CH:25][C:20]=3[S:19][C:18]2=[O:43])[CH3:13])[CH2:8][CH2:7]1)=[O:4].[C:54]([OH:61])(=[O:60])/[CH:55]=[CH:56]/[C:57]([OH:59])=[O:58]. (2) Given the product [C:11]([O:15][C:16](=[O:27])[NH:17][C@@H:18]1[CH2:24][CH2:23][C@@H:22]([CH3:25])[N:21]([S:7]([C:2]2[CH:3]=[CH:4][CH:5]=[CH:6][N:1]=2)(=[O:9])=[O:8])[CH2:20][C@H:19]1[OH:26])([CH3:13])([CH3:12])[CH3:14], predict the reactants needed to synthesize it. The reactants are: [N:1]1[CH:6]=[CH:5][CH:4]=[CH:3][C:2]=1[S:7](Cl)(=[O:9])=[O:8].[C:11]([O:15][C:16](=[O:27])[NH:17][C@@H:18]1[CH2:24][CH2:23][C@@H:22]([CH3:25])[NH:21][CH2:20][C@H:19]1[OH:26])([CH3:14])([CH3:13])[CH3:12].C(=O)(O)[O-].[Na+]. (3) Given the product [NH2:14][C:13]1[N:9]([C:6]2[CH:5]=[CH:4][C:3]([C:2]([F:1])([F:11])[F:12])=[CH:8][N:7]=2)[N:10]=[C:21]([CH3:22])[C:15]=1[C:16]([O:18][CH2:19][CH3:20])=[O:17], predict the reactants needed to synthesize it. The reactants are: [F:1][C:2]([F:12])([F:11])[C:3]1[CH:4]=[CH:5][C:6]([NH:9][NH2:10])=[N:7][CH:8]=1.[C:13]([C:15](=[C:21](OCC)[CH3:22])[C:16]([O:18][CH2:19][CH3:20])=[O:17])#[N:14].C(O)C.Cl. (4) Given the product [NH2:24][C:20]1[CH:19]=[C:18]([CH2:17][NH:16][C:9](=[O:11])[C:8]2[CH:12]=[CH:13][C:5]([O:4][CH2:3][C:2]([F:1])([F:15])[F:14])=[N:6][CH:7]=2)[CH:23]=[CH:22][N:21]=1, predict the reactants needed to synthesize it. The reactants are: [F:1][C:2]([F:15])([F:14])[CH2:3][O:4][C:5]1[CH:13]=[CH:12][C:8]([C:9]([OH:11])=O)=[CH:7][N:6]=1.[NH2:16][CH2:17][C:18]1[CH:23]=[CH:22][N:21]=[C:20]([NH2:24])[CH:19]=1.C(N(CC)C(C)C)(C)C.CN(C(ON1N=NC2C=CC=CC1=2)=[N+](C)C)C.F[P-](F)(F)(F)(F)F.